The task is: Regression. Given two drug SMILES strings and cell line genomic features, predict the synergy score measuring deviation from expected non-interaction effect.. This data is from NCI-60 drug combinations with 297,098 pairs across 59 cell lines. Drug 1: CC1=C2C(C(=O)C3(C(CC4C(C3C(C(C2(C)C)(CC1OC(=O)C(C(C5=CC=CC=C5)NC(=O)C6=CC=CC=C6)O)O)OC(=O)C7=CC=CC=C7)(CO4)OC(=O)C)O)C)OC(=O)C. Drug 2: CC(C)(C#N)C1=CC=C(C=C1)N2C3=C4C=C(C=CC4=NC=C3N(C2=O)C)C5=CC6=CC=CC=C6N=C5. Cell line: NCI-H460. Synergy scores: CSS=80.7, Synergy_ZIP=5.23, Synergy_Bliss=2.12, Synergy_Loewe=4.86, Synergy_HSA=8.53.